Dataset: Reaction yield outcomes from USPTO patents with 853,638 reactions. Task: Predict the reaction yield, written as a fraction of the theoretical maximum amount of product (1.0 means a 100% yield; for example, 0.34 means a 34% yield). (1) The reactants are C1N=CN(C(N2C=NC=C2)=O)C=1.[CH2:13]([O:20][C:21]([N:23]1[C:31]2[C:26](=[CH:27][CH:28]=[CH:29][CH:30]=2)[CH2:25][C@H:24]1[C:32]([OH:34])=O)=[O:22])[C:14]1[CH:19]=[CH:18][CH:17]=[CH:16][CH:15]=1.CCN(C(C)C)C(C)C.Cl.[CH3:45][NH:46][O:47][CH3:48]. The catalyst is C(Cl)Cl. The product is [CH3:48][O:47][N:46]([CH3:45])[C:32]([C@@H:24]1[CH2:25][C:26]2[C:31](=[CH:30][CH:29]=[CH:28][CH:27]=2)[N:23]1[C:21]([O:20][CH2:13][C:14]1[CH:15]=[CH:16][CH:17]=[CH:18][CH:19]=1)=[O:22])=[O:34]. The yield is 0.880. (2) The reactants are COC[O:4][C:5]1[CH:10]=[CH:9][CH:8]=[C:7]([O:11]COC)[C:6]=1[C:15]1[CH:20]=[CH:19][CH:18]=[CH:17][CH:16]=1.Cl.O. The catalyst is CO. The product is [C:6]1([C:15]2[CH:16]=[CH:17][CH:18]=[CH:19][CH:20]=2)[C:5]([OH:4])=[CH:10][CH:9]=[CH:8][C:7]=1[OH:11]. The yield is 0.990.